From a dataset of Forward reaction prediction with 1.9M reactions from USPTO patents (1976-2016). Predict the product of the given reaction. (1) Given the reactants [CH3:1][S:2][C:3]1[CH:8]=[CH:7][C:6]([C:9]2[CH:14]=[CH:13][CH:12]=[CH:11][C:10]=2[N+:15]([O-])=O)=[C:5]([NH2:18])[CH:4]=1.IC1C=CC(SC)=CC=1N, predict the reaction product. The product is: [CH3:1][S:2][C:3]1[CH:8]=[CH:7][C:6]([C:9]2[CH:14]=[CH:13][CH:12]=[CH:11][C:10]=2[NH2:15])=[C:5]([NH2:18])[CH:4]=1. (2) Given the reactants [OH:1][CH:2]([C:16]1[CH:21]=[CH:20][C:19]([O:22][CH3:23])=[CH:18][CH:17]=1)[C:3]#[C:4][C:5]1([OH:15])[CH2:14][CH2:13][C:8]2([O:12][CH2:11][CH2:10][O:9]2)[CH2:7][CH2:6]1, predict the reaction product. The product is: [OH:15][C:5]1([C:4]#[C:3][C:2]([C:16]2[CH:21]=[CH:20][C:19]([O:22][CH3:23])=[CH:18][CH:17]=2)=[O:1])[CH2:14][CH2:13][C:8]2([O:12][CH2:11][CH2:10][O:9]2)[CH2:7][CH2:6]1. (3) The product is: [Cl:57][C:46]1[C:47]([C:11](=[O:12])[CH3:10])=[CH:48][CH:49]=[CH:50][N:51]=1. Given the reactants BrC1C=C2[C:10]([CH:11]=[O:12])=NN(C(C3C=CC=CC=3)(C3C=CC=CC=3)C3C=CC=CC=3)C2=NC=1.[Li+].CC([N-]C(C)C)C.C(=O)C.[K+].[Br-].C[C:46]1(C)[N:51]([O])[C:50](C)(C)[CH2:49][CH2:48][CH2:47]1.[O-][Cl:57].[Na+], predict the reaction product. (4) The product is: [NH2:2][CH2:1][C:3]1[CH:4]=[C:5]2[C:9](=[CH:10][CH:11]=1)[N:8]([C:12]1[CH:13]=[CH:14][C:15]([F:18])=[CH:16][CH:17]=1)[CH:7]=[C:6]2[CH:19]1[CH2:20][CH2:21][N:22]([CH2:25][CH2:26][N:27]2[CH2:31][CH2:30][NH:29][C:28]2=[O:32])[CH2:23][CH2:24]1. Given the reactants [C:1]([C:3]1[CH:4]=[C:5]2[C:9](=[CH:10][CH:11]=1)[N:8]([C:12]1[CH:17]=[CH:16][C:15]([F:18])=[CH:14][CH:13]=1)[CH:7]=[C:6]2[C:19]1[CH2:20][CH2:21][N:22]([CH2:25][CH2:26][N:27]2[CH2:31][CH2:30][NH:29][C:28]2=[O:32])[CH2:23][CH:24]=1)#[N:2].[OH-].[NH4+], predict the reaction product. (5) Given the reactants Cl[C:2]1[CH:11]=[C:10]2[N:12]([C:14]([C:27]3[CH:32]=[CH:31][CH:30]=[CH:29][CH:28]=3)([C:21]3[CH:26]=[CH:25][CH:24]=[CH:23][CH:22]=3)[C:15]3[CH:20]=[CH:19][CH:18]=[CH:17][CH:16]=3)[N:13]=[C:8]3[C:9]2=[C:4]([CH2:5][CH2:6][N:7]3[CH2:33][C:34]2[CH:39]=[CH:38][C:37]([O:40][CH3:41])=[CH:36][CH:35]=2)[N:3]=1.[C:42]1([C@H:48]([NH:50][C:51]([NH2:53])=[O:52])[CH3:49])[CH:47]=[CH:46][CH:45]=[CH:44][CH:43]=1.C(=O)([O-])[O-].[Cs+].[Cs+], predict the reaction product. The product is: [CH3:41][O:40][C:37]1[CH:36]=[CH:35][C:34]([CH2:33][N:7]2[CH2:6][CH2:5][C:4]3[N:3]=[C:2]([NH:53][C:51]([NH:50][C@@H:48]([C:42]4[CH:47]=[CH:46][CH:45]=[CH:44][CH:43]=4)[CH3:49])=[O:52])[CH:11]=[C:10]4[N:12]([C:14]([C:15]5[CH:20]=[CH:19][CH:18]=[CH:17][CH:16]=5)([C:21]5[CH:22]=[CH:23][CH:24]=[CH:25][CH:26]=5)[C:27]5[CH:28]=[CH:29][CH:30]=[CH:31][CH:32]=5)[N:13]=[C:8]2[C:9]=34)=[CH:39][CH:38]=1. (6) Given the reactants [F:1][C:2]1[CH:3]=[N:4][C:5]([NH:8][C:9]2[S:10][C:11]3[CH2:17][CH2:16][NH:15][C:14]4=[N:18][N:19]([CH2:21][C:22]5[CH:27]=[CH:26][C:25]([O:28][CH3:29])=[CH:24][CH:23]=5)[CH:20]=[C:13]4[C:12]=3[N:30]=2)=[N:6][CH:7]=1.[H-].[Na+].Cl[CH2:34][C:35]1[CH:40]=[CH:39][C:38]([O:41][CH3:42])=[CH:37][CH:36]=1, predict the reaction product. The product is: [F:1][C:2]1[CH:3]=[N:4][C:5]([N:8]([CH2:34][C:35]2[CH:40]=[CH:39][C:38]([O:41][CH3:42])=[CH:37][CH:36]=2)[C:9]2[S:10][C:11]3[CH2:17][CH2:16][NH:15][C:14]4=[N:18][N:19]([CH2:21][C:22]5[CH:27]=[CH:26][C:25]([O:28][CH3:29])=[CH:24][CH:23]=5)[CH:20]=[C:13]4[C:12]=3[N:30]=2)=[N:6][CH:7]=1.